From a dataset of Full USPTO retrosynthesis dataset with 1.9M reactions from patents (1976-2016). Predict the reactants needed to synthesize the given product. (1) Given the product [Cl:11][C:9]1[CH:8]=[CH:7][C:6](/[CH:12]=[CH:13]/[C:14]([N:47]2[CH2:48][CH2:49][N:44]([CH2:43][C:42]3[CH:41]=[CH:40][C:39]([F:38])=[CH:53][CH:52]=3)[CH2:45][C@H:46]2[CH2:50][OH:51])=[O:16])=[C:5]([NH:4][C:1](=[O:3])[CH3:2])[CH:10]=1, predict the reactants needed to synthesize it. The reactants are: [C:1]([NH:4][C:5]1[CH:10]=[C:9]([Cl:11])[CH:8]=[CH:7][C:6]=1/[CH:12]=[CH:13]/[C:14]([OH:16])=O)(=[O:3])[CH3:2].CCN=C=NCCCN(C)C.C1C=CC2N(O)N=NC=2C=1.[F:38][C:39]1[CH:53]=[CH:52][C:42]([CH2:43][N:44]2[CH2:49][CH2:48][NH:47][C@H:46]([CH2:50][OH:51])[CH2:45]2)=[CH:41][CH:40]=1. (2) Given the product [F:15][C:3]1[CH:2]=[CH:11][C:6]([C:7]([NH:9][CH3:10])=[O:8])=[C:5]([N+:12]([O-:14])=[O:13])[CH:4]=1, predict the reactants needed to synthesize it. The reactants are: F[C:2]1[CH:3]=[CH:4][C:5]([N+:12]([O-:14])=[O:13])=[C:6]([CH:11]=1)[C:7]([NH:9][CH3:10])=[O:8].[F:15]C1C=CC(C(O)=O)=C([N+]([O-])=O)C=1. (3) Given the product [CH3:9][C:8](=[CH:23][C:22]1[CH:25]=[CH:26][C:19]([CH3:18])=[CH:20][CH:21]=1)[C:6]([O:5][CH2:4][CH3:3])=[O:7], predict the reactants needed to synthesize it. The reactants are: [H-].[Na+].[CH3:3][CH2:4][O:5][C:6]([CH:8](P(OCC)(OCC)=O)[CH3:9])=[O:7].[CH3:18][C:19]1[CH:26]=[CH:25][C:22]([CH:23]=O)=[CH:21][CH:20]=1.O. (4) Given the product [Cl:10][C:4]1[CH:5]=[C:6]([C:8]#[N:9])[CH:7]=[C:2]([N:11]2[CH2:16][CH2:15][O:14][CH2:13][CH2:12]2)[N:3]=1, predict the reactants needed to synthesize it. The reactants are: Cl[C:2]1[CH:7]=[C:6]([C:8]#[N:9])[CH:5]=[C:4]([Cl:10])[N:3]=1.[NH:11]1[CH2:16][CH2:15][O:14][CH2:13][CH2:12]1.FC1C=CC(S(N(CC)C(=C)C(NCC2C=CN=C(C3C=CC(OC(F)(F)F)=CC=3)C=2)=O)(=O)=O)=CC=1. (5) Given the product [CH2:23]([O:14][CH:13]([O:17][CH2:18][CH3:19])[C:12]([C:10]1[CH:9]=[CH:8][C:3]([C:4]([O:6][CH3:7])=[O:5])=[C:2]([F:1])[CH:11]=1)=[O:15])[CH3:24], predict the reactants needed to synthesize it. The reactants are: [F:1][C:2]1[CH:11]=[C:10]([C:12](=[O:15])[CH:13]=[O:14])[CH:9]=[CH:8][C:3]=1[C:4]([O:6][CH3:7])=[O:5].C([O-])([O-])[O:17][CH2:18][CH3:19].O.[C:23]1(C)C=CC(S(O)(=O)=O)=C[CH:24]=1. (6) Given the product [CH:1]1([CH2:5][O:6][C:7]2[C:8]3[N:9]([C:15]([C:16]([O:18][CH2:19][CH3:20])=[O:17])=[C:21]([CH3:22])[N:13]=3)[CH:10]=[CH:11][N:12]=2)[CH2:2][CH2:3][CH2:4]1, predict the reactants needed to synthesize it. The reactants are: [CH:1]1([CH2:5][O:6][C:7]2[C:8]([NH2:13])=[N:9][CH:10]=[CH:11][N:12]=2)[CH2:4][CH2:3][CH2:2]1.Cl[CH:15]([C:21](=O)[CH3:22])[C:16]([O:18][CH2:19][CH3:20])=[O:17]. (7) Given the product [F:38][C:23]1[S:22][C:21]([C:18]2[CH:19]=[CH:20][C:15]([C:12]3[CH:11]=[CH:10][C:9]([C:6]4([C:4]([OH:5])=[O:3])[CH2:8][CH2:7]4)=[CH:14][CH:13]=3)=[CH:16][CH:17]=2)=[C:25]([NH:26][C:27]([O:29][C@@H:30]([C:32]2[CH:33]=[CH:34][CH:35]=[CH:36][CH:37]=2)[CH3:31])=[O:28])[CH:24]=1, predict the reactants needed to synthesize it. The reactants are: C([O:3][C:4]([C:6]1([C:9]2[CH:14]=[CH:13][C:12]([C:15]3[CH:20]=[CH:19][C:18]([C:21]4[S:22][C:23]([F:38])=[CH:24][C:25]=4[NH:26][C:27]([O:29][C@@H:30]([C:32]4[CH:37]=[CH:36][CH:35]=[CH:34][CH:33]=4)[CH3:31])=[O:28])=[CH:17][CH:16]=3)=[CH:11][CH:10]=2)[CH2:8][CH2:7]1)=[O:5])C.[OH-].[Na+].Cl. (8) The reactants are: [Cl:1][C:2]1[CH:3]=[C:4]([C@@H:8]([OH:34])[CH2:9][NH:10][CH2:11][CH2:12][C:13]2[CH:18]=[CH:17][C:16]([S:19]([C:22]3[CH:33]=[CH:32][C:25]([O:26][CH2:27][C:28]([O:30][CH3:31])=[O:29])=[CH:24][CH:23]=3)(=[O:21])=[O:20])=[CH:15][CH:14]=2)[CH:5]=[CH:6][CH:7]=1.Cl.[CH2:36](O)C. Given the product [ClH:1].[Cl:1][C:2]1[CH:3]=[C:4]([C@@H:8]([OH:34])[CH2:9][NH:10][CH2:11][CH2:12][C:13]2[CH:14]=[CH:15][C:16]([S:19]([C:22]3[CH:23]=[CH:24][C:25]([O:26][CH2:27][C:28]([O:30][CH2:31][CH3:36])=[O:29])=[CH:32][CH:33]=3)(=[O:20])=[O:21])=[CH:17][CH:18]=2)[CH:5]=[CH:6][CH:7]=1, predict the reactants needed to synthesize it. (9) Given the product [CH2:16]([N:8]([CH2:1][C:2]1[CH:3]=[CH:4][CH:5]=[CH:6][CH:7]=1)[C@H:9]([C:10]1([OH:12])[CH2:24][CH2:23]1)[CH3:15])[C:17]1[CH:18]=[CH:19][CH:20]=[CH:21][CH:22]=1, predict the reactants needed to synthesize it. The reactants are: [CH2:1]([N:8]([CH2:16][C:17]1[CH:22]=[CH:21][CH:20]=[CH:19][CH:18]=1)[C@@H:9]([CH3:15])[C:10]([O:12]CC)=O)[C:2]1[CH:7]=[CH:6][CH:5]=[CH:4][CH:3]=1.[CH3:23][CH2:24][Mg+].[Br-]. (10) Given the product [CH2:1]([O:8][C:9](=[O:19])[NH:10][C:11]1[C:12]([O:18][CH3:21])=[N:13][CH:14]=[C:15]([I:17])[CH:16]=1)[C:2]1[CH:7]=[CH:6][CH:5]=[CH:4][CH:3]=1, predict the reactants needed to synthesize it. The reactants are: [CH2:1]([O:8][C:9](=[O:19])[NH:10][C:11]1[C:12](=[O:18])[NH:13][CH:14]=[C:15]([I:17])[CH:16]=1)[C:2]1[CH:7]=[CH:6][CH:5]=[CH:4][CH:3]=1.I[CH3:21].